The task is: Predict which catalyst facilitates the given reaction.. This data is from Catalyst prediction with 721,799 reactions and 888 catalyst types from USPTO. (1) Reactant: [NH2:1][C:2]1[CH:7]=[CH:6][CH:5]=[CH:4][C:3]=1[S:8][C:9]1[C:17]2[CH2:16][CH2:15][C:14]([CH3:19])([CH3:18])[CH2:13][C:12]=2[N:11]([CH2:20][C:21]([O:23][CH2:24][CH3:25])=[O:22])[C:10]=1[CH3:26].N1C=CC=CC=1.[C:33]1([S:39](Cl)(=[O:41])=[O:40])[CH:38]=[CH:37][CH:36]=[CH:35][CH:34]=1. Product: [CH3:26][C:10]1[N:11]([CH2:20][C:21]([O:23][CH2:24][CH3:25])=[O:22])[C:12]2[CH2:13][C:14]([CH3:18])([CH3:19])[CH2:15][CH2:16][C:17]=2[C:9]=1[S:8][C:3]1[CH:4]=[CH:5][CH:6]=[CH:7][C:2]=1[NH:1][S:39]([C:33]1[CH:38]=[CH:37][CH:36]=[CH:35][CH:34]=1)(=[O:41])=[O:40]. The catalyst class is: 26. (2) Reactant: [CH3:1][N:2]([CH3:23])[CH2:3][CH2:4][C:5]([C:7]1[CH:12]=[CH:11][C:10]([O:13][CH2:14][CH2:15][CH2:16][N:17]2[CH2:22][CH2:21][CH2:20][CH2:19][CH2:18]2)=[CH:9][CH:8]=1)=[O:6].[BH4-].[Na+]. Product: [CH3:23][N:2]([CH3:1])[CH2:3][CH2:4][CH:5]([C:7]1[CH:12]=[CH:11][C:10]([O:13][CH2:14][CH2:15][CH2:16][N:17]2[CH2:18][CH2:19][CH2:20][CH2:21][CH2:22]2)=[CH:9][CH:8]=1)[OH:6]. The catalyst class is: 88. (3) Reactant: Br[C:2]1[CH:7]=[CH:6][C:5]([C:8]([F:11])([F:10])[F:9])=[CH:4][CH:3]=1.[CH3:12][O:13][C:14]1[CH:19]=[CH:18][C:17]([N:20]2[CH2:25][CH2:24][N:23]([C:26]3[C:27]([CH3:40])=[C:28]([CH3:39])[C:29]4[O:33][C:32]([CH3:35])([CH3:34])[C:31](=[O:36])[C:30]=4[C:37]=3[CH3:38])[CH2:22][CH2:21]2)=[CH:16][CH:15]=1. Product: [F:9][C:8]([F:11])([F:10])[C:5]1[CH:6]=[CH:7][C:2]([C:31]2([OH:36])[C:30]3[C:37]([CH3:38])=[C:26]([N:23]4[CH2:24][CH2:25][N:20]([C:17]5[CH:18]=[CH:19][C:14]([O:13][CH3:12])=[CH:15][CH:16]=5)[CH2:21][CH2:22]4)[C:27]([CH3:40])=[C:28]([CH3:39])[C:29]=3[O:33][C:32]2([CH3:34])[CH3:35])=[CH:3][CH:4]=1. The catalyst class is: 81.